Dataset: Catalyst prediction with 721,799 reactions and 888 catalyst types from USPTO. Task: Predict which catalyst facilitates the given reaction. (1) Reactant: [OH:1][C:2]1([CH2:15][N:16]2[C:21](=[O:22])[C:20]3=[CH:23][CH:24]=[CH:25][N:19]3[N:18]=[CH:17]2)[CH2:7][CH2:6][N:5](C(OC(C)(C)C)=O)[CH2:4][CH2:3]1.[F:26][C:27]([F:32])([F:31])[C:28]([OH:30])=[O:29]. Product: [F:26][C:27]([F:32])([F:31])[C:28]([OH:30])=[O:29].[OH:1][C:2]1([CH2:15][N:16]2[C:21](=[O:22])[C:20]3=[CH:23][CH:24]=[CH:25][N:19]3[N:18]=[CH:17]2)[CH2:3][CH2:4][NH:5][CH2:6][CH2:7]1. The catalyst class is: 4. (2) The catalyst class is: 14. Reactant: [C:1]([CH2:3][C:4]([NH2:6])=[O:5])#[N:2].[O-]CC.[Na+].Br[C:12](=[N:17][NH:18][CH:19]1[CH2:24][CH2:23][N:22]([C:25]([O:27][CH2:28][C:29]2[CH:34]=[CH:33][CH:32]=[CH:31][CH:30]=2)=[O:26])[CH2:21][CH2:20]1)[C:13]([F:16])([F:15])[F:14]. Product: [NH2:2][C:1]1[N:18]([CH:19]2[CH2:20][CH2:21][N:22]([C:25]([O:27][CH2:28][C:29]3[CH:30]=[CH:31][CH:32]=[CH:33][CH:34]=3)=[O:26])[CH2:23][CH2:24]2)[N:17]=[C:12]([C:13]([F:16])([F:15])[F:14])[C:3]=1[C:4](=[O:5])[NH2:6]. (3) The catalyst class is: 8. Reactant: [CH3:1][CH2:2][O:3][C:4]1[N:12]([CH2:13][C:14]2[CH:19]=[CH:18][C:17]([C:20]3[C:25]([C:26]4[N:30](C(C5C=CC=CC=5)(C5C=CC=CC=5)C5C=CC=CC=5)[N:29]=[N:28][N:27]=4)=[CH:24][CH:23]=[CH:22][CH:21]=3)=[CH:16][CH:15]=2)[C:11]2[C:6](=[CH:7][CH:8]=[CH:9][C:10]=2[C:50]([O:52]C(OC(OC2CCCCC2)=O)C)=[O:51])[N:5]=1.CO.C(O)(C)C. Product: [CH3:1][CH2:2][O:3][C:4]1[N:12]([CH2:13][C:14]2[CH:19]=[CH:18][C:17]([C:20]3[CH:21]=[CH:22][CH:23]=[CH:24][C:25]=3[C:26]3[NH:30][N:29]=[N:28][N:27]=3)=[CH:16][CH:15]=2)[C:11]2[C:10]([C:50]([OH:52])=[O:51])=[CH:9][CH:8]=[CH:7][C:6]=2[N:5]=1. (4) Reactant: [CH3:1][C:2]1[C:6]([CH3:7])=[C:5]([CH3:8])[NH:4][N:3]=1.[H-].[Na+].[C:11]([O:15][C:16]([NH:18][C@H:19]1[CH2:24][CH2:23][C@H:22]([CH2:25]OS(C(F)(F)F)(=O)=O)[CH2:21][CH2:20]1)=[O:17])([CH3:14])([CH3:13])[CH3:12]. Product: [C:11]([O:15][C:16](=[O:17])[NH:18][C@H:19]1[CH2:20][CH2:21][C@H:22]([CH2:25][N:3]2[C:2]([CH3:1])=[C:6]([CH3:7])[C:5]([CH3:8])=[N:4]2)[CH2:23][CH2:24]1)([CH3:14])([CH3:12])[CH3:13]. The catalyst class is: 47. (5) Reactant: [CH:1]1([CH2:7][C@H:8]([NH:24][C:25](=[O:31])[O:26][C:27]([CH3:30])([CH3:29])[CH3:28])[C@H:9]([OH:23])[CH2:10][NH:11][CH2:12][C:13]2[CH:18]=[C:17]([O:19][CH3:20])[CH:16]=[C:15]([O:21][CH3:22])[CH:14]=2)[CH2:6][CH2:5][CH2:4][CH2:3][CH2:2]1.CCN(C(C)C)C(C)C.Cl[C:42]([O:44][CH2:45][CH:46]1[C:58]2[CH:57]=[CH:56][CH:55]=[CH:54][C:53]=2[C:52]2[C:47]1=[CH:48][CH:49]=[CH:50][CH:51]=2)=[O:43]. Product: [C:27]([O:26][C:25]([NH:24][C@@H:8]([CH2:7][CH:1]1[CH2:6][CH2:5][CH2:4][CH2:3][CH2:2]1)[C@H:9]([OH:23])[CH2:10][N:11]([CH2:12][C:13]1[CH:18]=[C:17]([O:19][CH3:20])[CH:16]=[C:15]([O:21][CH3:22])[CH:14]=1)[C:42]([O:44][CH2:45][CH:46]1[C:47]2[CH:48]=[CH:49][CH:50]=[CH:51][C:52]=2[C:53]2[C:58]1=[CH:57][CH:56]=[CH:55][CH:54]=2)=[O:43])=[O:31])([CH3:28])([CH3:30])[CH3:29]. The catalyst class is: 2. (6) Reactant: CS(O[CH2:6][CH2:7][N:8]1[CH2:12][CH2:11][N:10]([CH2:13][CH2:14][CH2:15][N:16]2[CH2:21][CH2:20][CH2:19][CH2:18][CH2:17]2)[C:9]1=[C:22]([C:25]#[N:26])[C:23]#[N:24])(=O)=O.[CH:27]1([NH2:33])[CH2:32][CH2:31][CH2:30][CH2:29][CH2:28]1.[I-].[K+].[C:36]([OH:43])(=[O:42])/[CH:37]=[CH:38]/[C:39]([OH:41])=[O:40].CO. Product: [C:36]([OH:43])(=[O:42])/[CH:37]=[CH:38]/[C:39]([OH:41])=[O:40].[C:36]([OH:43])(=[O:42])/[CH:37]=[CH:38]/[C:39]([OH:41])=[O:40].[CH:27]1([NH:33][CH2:6][CH2:7][N:8]2[CH2:12][CH2:11][N:10]([CH2:13][CH2:14][CH2:15][N:16]3[CH2:21][CH2:20][CH2:19][CH2:18][CH2:17]3)[C:9]2=[C:22]([C:25]#[N:26])[C:23]#[N:24])[CH2:32][CH2:31][CH2:30][CH2:29][CH2:28]1. The catalyst class is: 38. (7) Reactant: CC1C=CC(S(OCC2CC3C=CC=C(C4C=CC=CC=4)C=3O2)(=O)=O)=CC=1.[N-]=[N+]=[N-].[Na+].[C:32]1([C:38]2[C:46]3[O:45][CH:44]([CH2:47][N:48]=[N+]=[N-])[CH2:43][C:42]=3[CH:41]=[CH:40][CH:39]=2)[CH:37]=[CH:36][CH:35]=[CH:34][CH:33]=1.[N-]=[N+]=[N-]. Product: [C:32]1([C:38]2[C:46]3[O:45][CH:44]([CH2:47][NH2:48])[CH2:43][C:42]=3[CH:41]=[CH:40][CH:39]=2)[CH:33]=[CH:34][CH:35]=[CH:36][CH:37]=1. The catalyst class is: 45. (8) Reactant: [C:1]([C:3]([C:6]1[CH:7]=[C:8]([CH:30]=[CH:31][CH:32]=1)[C:9]([NH:11][C:12]1[CH:17]=[CH:16][C:15]([C:18]#[N:19])=[C:14]([O:20][C:21]2[CH:26]=[CH:25][C:24]([N+:27]([O-])=O)=[CH:23][N:22]=2)[CH:13]=1)=[O:10])([CH3:5])[CH3:4])#[N:2]. Product: [NH2:27][C:24]1[CH:25]=[CH:26][C:21]([O:20][C:14]2[CH:13]=[C:12]([NH:11][C:9](=[O:10])[C:8]3[CH:30]=[CH:31][CH:32]=[C:6]([C:3]([C:1]#[N:2])([CH3:5])[CH3:4])[CH:7]=3)[CH:17]=[CH:16][C:15]=2[C:18]#[N:19])=[N:22][CH:23]=1. The catalyst class is: 129. (9) Reactant: [CH:1]([CH:3]1[CH2:8][CH2:7][N:6]([C:9]([O:11][C:12]([CH3:15])([CH3:14])[CH3:13])=[O:10])[CH2:5][CH2:4]1)=O.[C:16]([O-])([O-])=O.[K+].[K+].CO.O=C(C)C(P(=O)(OC)OC)=[N+]=[N-]. Product: [C:1]([CH:3]1[CH2:8][CH2:7][N:6]([C:9]([O:11][C:12]([CH3:15])([CH3:14])[CH3:13])=[O:10])[CH2:5][CH2:4]1)#[CH:16]. The catalyst class is: 28. (10) Reactant: [F:1][C:2]([F:11])([F:10])[C:3]1[S:4][CH:5]=[C:6]([CH2:8]O)[N:7]=1.S(Cl)(Cl)=O.[CH3:16][S-:17].[Na+].O. Product: [F:1][C:2]([F:11])([F:10])[C:3]1[S:4][CH:5]=[C:6]([CH2:8][S:17][CH3:16])[N:7]=1. The catalyst class is: 22.